From a dataset of Reaction yield outcomes from USPTO patents with 853,638 reactions. Predict the reaction yield, written as a fraction of the theoretical maximum amount of product (1.0 means a 100% yield; for example, 0.34 means a 34% yield). The reactants are FC(F)(F)C(O)=O.[C:8]([C:10]1[CH:15]=[CH:14][C:13]([N:16]2[CH2:21][CH2:20][N:19]([C:22]([C@H:24]3[CH2:29][CH2:28][CH2:27][CH2:26][N:25]3C(OC(C)(C)C)=O)=[O:23])[CH2:18][CH2:17]2)=[CH:12][C:11]=1[NH:37][C@@H:38]([C:40]1[CH:45]=[CH:44][C:43]([Cl:46])=[CH:42][C:41]=1[Cl:47])[CH3:39])#[N:9]. The catalyst is ClCCl. The product is [Cl:47][C:41]1[CH:42]=[C:43]([Cl:46])[CH:44]=[CH:45][C:40]=1[C@H:38]([NH:37][C:11]1[CH:12]=[C:13]([N:16]2[CH2:17][CH2:18][N:19]([C:22]([C@H:24]3[CH2:29][CH2:28][CH2:27][CH2:26][NH:25]3)=[O:23])[CH2:20][CH2:21]2)[CH:14]=[CH:15][C:10]=1[C:8]#[N:9])[CH3:39]. The yield is 0.750.